From a dataset of Catalyst prediction with 721,799 reactions and 888 catalyst types from USPTO. Predict which catalyst facilitates the given reaction. (1) Reactant: Br[CH2:2][C:3]1[CH:8]=[CH:7][C:6]([F:9])=[CH:5][C:4]=1[S:10]([N:13]([CH3:15])[CH3:14])(=[O:12])=[O:11].O.[C-:17]#[N:18].[Na+]. Product: [C:17]([CH2:2][C:3]1[CH:8]=[CH:7][C:6]([F:9])=[CH:5][C:4]=1[S:10]([N:13]([CH3:15])[CH3:14])(=[O:12])=[O:11])#[N:18]. The catalyst class is: 3. (2) Reactant: C(Cl)(=O)C(Cl)=O.[C:7]([OH:13])(=O)[CH2:8][CH2:9][CH:10]=[CH2:11].C(Cl)(=O)CCC=C.[CH3:21][NH:22][O:23][CH3:24].C(=O)([O-])[O-].[K+].[K+].Cl.CNOC. Product: [CH3:24][O:23][N:22]([CH3:21])[C:7](=[O:13])[CH2:8][CH2:9][CH:10]=[CH2:11]. The catalyst class is: 46. (3) Reactant: [F:1][C:2]1[CH:7]=[CH:6][C:5]([Mg]Br)=[CH:4][CH:3]=1.[C:10](=[S:12])=[S:11].Br[CH:14]([C:17]1[CH:22]=[CH:21][CH:20]=[CH:19][CH:18]=1)[C:15]#[N:16].O. Product: [F:1][C:2]1[CH:7]=[CH:6][C:5]([C:10]([S:12][CH:14]([C:15]#[N:16])[C:17]2[CH:22]=[CH:21][CH:20]=[CH:19][CH:18]=2)=[S:11])=[CH:4][CH:3]=1. The catalyst class is: 1. (4) Reactant: [C:1]([O:5][C:6](=[O:28])[NH:7][C:8]1[CH:13]=[CH:12][C:11]([C:14]2[CH:19]=[CH:18][C:17]([O:20][C:21]([F:24])([F:23])[F:22])=[CH:16][CH:15]=2)=[CH:10][C:9]=1[N+:25]([O-])=O)([CH3:4])([CH3:3])[CH3:2]. Product: [C:1]([O:5][C:6](=[O:28])[NH:7][C:8]1[CH:13]=[CH:12][C:11]([C:14]2[CH:19]=[CH:18][C:17]([O:20][C:21]([F:24])([F:23])[F:22])=[CH:16][CH:15]=2)=[CH:10][C:9]=1[NH2:25])([CH3:4])([CH3:2])[CH3:3]. The catalyst class is: 181. (5) Reactant: [NH2:1][C:2]1[CH:7]=[CH:6][C:5]([Cl:8])=[CH:4][C:3]=1[CH2:9][OH:10].[H-].[Na+].[C:13]([O:17][C:18]([N:20]1[CH2:25][CH2:24][CH:23]([C:26]2[O:27][C:28]([CH2:31]Cl)=[N:29][N:30]=2)[CH2:22][CH2:21]1)=[O:19])([CH3:16])([CH3:15])[CH3:14]. Product: [C:13]([O:17][C:18]([N:20]1[CH2:21][CH2:22][CH:23]([C:26]2[O:27][C:28]([CH2:31][O:10][CH2:9][C:3]3[CH:4]=[C:5]([Cl:8])[CH:6]=[CH:7][C:2]=3[NH2:1])=[N:29][N:30]=2)[CH2:24][CH2:25]1)=[O:19])([CH3:16])([CH3:15])[CH3:14]. The catalyst class is: 7. (6) Reactant: [Br:1][C:2]1[CH:7]=[CH:6][C:5]([C:8]2[NH:12][C:11](=[O:13])[N:10]([CH3:14])[N:9]=2)=[CH:4][CH:3]=1.[H-].[Na+].[CH3:17][Si:18]([CH3:25])([CH3:24])[CH2:19][CH2:20][O:21][CH2:22]Cl.CCOC(C)=O. Product: [Br:1][C:2]1[CH:3]=[CH:4][C:5]([C:8]2[N:12]([CH2:22][O:21][CH2:20][CH2:19][Si:18]([CH3:25])([CH3:24])[CH3:17])[C:11](=[O:13])[N:10]([CH3:14])[N:9]=2)=[CH:6][CH:7]=1. The catalyst class is: 3. (7) The catalyst class is: 10. Reactant: C(=O)(O[N:11]1[C:15](=O)[CH2:14]C[C:12]1=[O:17])O[N:11]1[C:15](=O)[CH2:14]C[C:12]1=[O:17].[F:19][C:20]1[CH:27]=[CH:26][C:25](CC=C)=[CH:24][C:21]=1[CH2:22][OH:23].C(N(CC)CC)C.[CH3:38][C@@H:39]1[CH2:44][NH:43]CCN1.[CH2:45]([OH:52])[C:46]1C=CC=C[CH:47]=1. Product: [CH3:38][C@@H:39]1[CH2:44][NH:43][CH2:14][CH2:15][N:11]1[C:12]([O:23][CH2:22][C:21]1[CH:24]=[C:25]([O:52][CH2:45][CH:46]=[CH2:47])[CH:26]=[CH:27][C:20]=1[F:19])=[O:17].